Dataset: Forward reaction prediction with 1.9M reactions from USPTO patents (1976-2016). Task: Predict the product of the given reaction. (1) Given the reactants C([O:3][C:4](=[O:18])[C:5]1[CH:10]=[CH:9][N:8]=[C:7]([NH:11][C:12]([NH:14][CH:15]([CH3:17])[CH3:16])=[O:13])[CH:6]=1)C.[OH-].[Na+], predict the reaction product. The product is: [CH:15]([NH:14][C:12](=[O:13])[NH:11][C:7]1[CH:6]=[C:5]([CH:10]=[CH:9][N:8]=1)[C:4]([OH:18])=[O:3])([CH3:17])[CH3:16]. (2) Given the reactants [Cl-].[Cl:2][C:3]1[C:12]2[CH2:11][CH2:10][CH2:9][N:8]([CH:13]3[CH2:18][CH2:17][NH2+:16][CH2:15][CH2:14]3)[C:7](=[O:19])[C:6]=2[NH:5][C:4]=1[CH3:20].Br[C:22]1[S:23][C:24]([C:27]([O:29][CH2:30][CH3:31])=[O:28])=[CH:25][N:26]=1.CCN(CC)CC.O, predict the reaction product. The product is: [Cl:2][C:3]1[C:12]2[CH2:11][CH2:10][CH2:9][N:8]([CH:13]3[CH2:18][CH2:17][N:16]([C:22]4[S:23][C:24]([C:27]([O:29][CH2:30][CH3:31])=[O:28])=[CH:25][N:26]=4)[CH2:15][CH2:14]3)[C:7](=[O:19])[C:6]=2[NH:5][C:4]=1[CH3:20]. (3) Given the reactants Cl[C:2]1[N:7]=[C:6]([NH2:8])[CH:5]=[CH:4][N:3]=1.Cl.[CH3:10][O:11][CH:12]1[CH2:17][CH2:16][NH:15][CH2:14][CH2:13]1.C(=O)([O-])[O-].[Cs+].[Cs+], predict the reaction product. The product is: [CH3:10][O:11][CH:12]1[CH2:17][CH2:16][N:15]([C:2]2[N:7]=[C:6]([NH2:8])[CH:5]=[CH:4][N:3]=2)[CH2:14][CH2:13]1. (4) Given the reactants [F:1][C:2]([F:7])([F:6])[C:3]([OH:5])=[O:4].[Br:8][C:9]1[CH:10]=[C:11]2[C:16]([NH:17][C@@H:18]3[CH2:32][C@@H:21]4[CH2:22][N:23](C(OC(C)(C)C)=O)[CH2:24][C@@H:20]4[C@H:19]3[CH3:33])=[C:15]([C:34](=[O:36])[NH2:35])[CH:14]=[N:13][N:12]2[CH:37]=1, predict the reaction product. The product is: [OH:5][C:3]([C:2]([F:7])([F:6])[F:1])=[O:4].[Br:8][C:9]1[CH:10]=[C:11]2[C:16]([NH:17][C@@H:18]3[CH2:32][C@@H:21]4[CH2:22][NH:23][CH2:24][C@@H:20]4[C@H:19]3[CH3:33])=[C:15]([C:34]([NH2:35])=[O:36])[CH:14]=[N:13][N:12]2[CH:37]=1.